Dataset: NCI-60 drug combinations with 297,098 pairs across 59 cell lines. Task: Regression. Given two drug SMILES strings and cell line genomic features, predict the synergy score measuring deviation from expected non-interaction effect. (1) Drug 1: CC1=CC2C(CCC3(C2CCC3(C(=O)C)OC(=O)C)C)C4(C1=CC(=O)CC4)C. Drug 2: C1C(C(OC1N2C=NC3=C2NC=NCC3O)CO)O. Cell line: HOP-62. Synergy scores: CSS=-8.42, Synergy_ZIP=1.62, Synergy_Bliss=-3.01, Synergy_Loewe=-7.78, Synergy_HSA=-8.66. (2) Drug 1: C1CN1P(=S)(N2CC2)N3CC3. Drug 2: CS(=O)(=O)OCCCCOS(=O)(=O)C. Cell line: HOP-62. Synergy scores: CSS=18.1, Synergy_ZIP=-1.39, Synergy_Bliss=3.45, Synergy_Loewe=-3.79, Synergy_HSA=1.04. (3) Synergy scores: CSS=0.973, Synergy_ZIP=-5.82, Synergy_Bliss=-10.1, Synergy_Loewe=-12.9, Synergy_HSA=-9.47. Drug 2: C(CN)CNCCSP(=O)(O)O. Cell line: T-47D. Drug 1: CS(=O)(=O)OCCCCOS(=O)(=O)C. (4) Drug 1: C1CC(C1)(C(=O)O)C(=O)O.[NH2-].[NH2-].[Pt+2]. Drug 2: CC12CCC3C(C1CCC2O)C(CC4=C3C=CC(=C4)O)CCCCCCCCCS(=O)CCCC(C(F)(F)F)(F)F. Cell line: K-562. Synergy scores: CSS=22.4, Synergy_ZIP=-1.09, Synergy_Bliss=-1.46, Synergy_Loewe=0.408, Synergy_HSA=1.36. (5) Drug 1: C1=CN(C=N1)CC(O)(P(=O)(O)O)P(=O)(O)O. Drug 2: N.N.Cl[Pt+2]Cl. Cell line: SK-MEL-2. Synergy scores: CSS=52.5, Synergy_ZIP=-7.58, Synergy_Bliss=-9.15, Synergy_Loewe=-11.4, Synergy_HSA=-9.01. (6) Drug 1: CCC(=C(C1=CC=CC=C1)C2=CC=C(C=C2)OCCN(C)C)C3=CC=CC=C3.C(C(=O)O)C(CC(=O)O)(C(=O)O)O. Drug 2: C1C(C(OC1N2C=NC3=C2NC=NCC3O)CO)O. Cell line: RXF 393. Synergy scores: CSS=5.50, Synergy_ZIP=0.165, Synergy_Bliss=3.85, Synergy_Loewe=-1.86, Synergy_HSA=-0.776. (7) Drug 1: C1=CC(=CC=C1CCCC(=O)O)N(CCCl)CCCl. Drug 2: C1=NC2=C(N1)C(=S)N=C(N2)N. Cell line: UACC62. Synergy scores: CSS=35.7, Synergy_ZIP=-13.7, Synergy_Bliss=-5.65, Synergy_Loewe=-5.08, Synergy_HSA=-2.04. (8) Drug 1: C1C(C(OC1N2C=C(C(=O)NC2=O)F)CO)O. Drug 2: CN1C(=O)N2C=NC(=C2N=N1)C(=O)N. Cell line: A498. Synergy scores: CSS=15.1, Synergy_ZIP=-0.179, Synergy_Bliss=-0.715, Synergy_Loewe=-13.8, Synergy_HSA=-0.212.